The task is: Predict the product of the given reaction.. This data is from Forward reaction prediction with 1.9M reactions from USPTO patents (1976-2016). Given the reactants [NH2:1][C:2]1[S:3][C:4]([CH:11]2[CH2:13][CH2:12]2)=[CH:5][C:6]=1[C:7]([O:9]C)=O.Cl[C:15](Cl)([O:17]C(=O)OC(Cl)(Cl)Cl)Cl.C(N(CC)CC)C.[CH3:33][O:34][C:35]1[CH:40]=[C:39]([O:41][CH3:42])[CH:38]=[CH:37][C:36]=1[CH2:43][NH2:44], predict the reaction product. The product is: [CH:11]1([C:4]2[S:3][C:2]3[NH:1][C:15](=[O:17])[N:44]([CH2:43][C:36]4[CH:37]=[CH:38][C:39]([O:41][CH3:42])=[CH:40][C:35]=4[O:34][CH3:33])[C:7](=[O:9])[C:6]=3[CH:5]=2)[CH2:13][CH2:12]1.